Task: Regression. Given a peptide amino acid sequence and an MHC pseudo amino acid sequence, predict their binding affinity value. This is MHC class II binding data.. Dataset: Peptide-MHC class II binding affinity with 134,281 pairs from IEDB The peptide sequence is AEMKTDAATLAQEAG. The MHC is HLA-DQA10501-DQB10201 with pseudo-sequence HLA-DQA10501-DQB10201. The binding affinity (normalized) is 0.347.